From a dataset of Forward reaction prediction with 1.9M reactions from USPTO patents (1976-2016). Predict the product of the given reaction. (1) Given the reactants FC(F)(F)[C:3]([OH:5])=[O:4].[CH3:8][O:9][C:10]1[C:11]([CH2:28][NH:29][CH3:30])=[C:12]2[C:16](=[CH:17][CH:18]=1)[N:15]([S:19]([C:22]1[CH:27]=[CH:26][CH:25]=[CH:24][CH:23]=1)(=[O:21])=[O:20])[CH:14]=[CH:13]2, predict the reaction product. The product is: [CH3:8][O:9][C:10]1[C:11]([CH2:28][N:29]([CH3:30])[C:3](=[O:4])[O:5][C:11]([CH3:28])([CH3:12])[CH3:10])=[C:12]2[C:16](=[CH:17][CH:18]=1)[N:15]([S:19]([C:22]1[CH:27]=[CH:26][CH:25]=[CH:24][CH:23]=1)(=[O:21])=[O:20])[CH:14]=[CH:13]2. (2) Given the reactants [C:1]([C:3]1[CH:4]=[C:5]([CH:9]=[C:10]([N+:13]([O-:15])=[O:14])[C:11]=1[CH3:12])[C:6]([OH:8])=O)#[N:2].[Cl:16][C:17]1[CH:18]=[C:19]([CH:22]=[CH:23][CH:24]=1)[CH2:20][NH2:21], predict the reaction product. The product is: [Cl:16][C:17]1[CH:18]=[C:19]([CH:22]=[CH:23][CH:24]=1)[CH2:20][NH:21][C:6](=[O:8])[C:5]1[CH:9]=[C:10]([N+:13]([O-:15])=[O:14])[C:11]([CH3:12])=[C:3]([C:1]#[N:2])[CH:4]=1. (3) Given the reactants [Cl:1][C:2]1[CH:3]=[C:4]([NH:13][C:14]2[CH:19]=[C:18]([F:20])[C:17]([C:21]#[N:22])=[CH:16][C:15]=2[NH:23][C:24](=O)[C:25]([F:28])([F:27])[F:26])[CH:5]=[N:6][C:7]=1[O:8][CH2:9][CH:10]([CH3:12])[CH3:11].CC1C=CC(S(O)(=O)=O)=CC=1, predict the reaction product. The product is: [Cl:1][C:2]1[CH:3]=[C:4]([N:13]2[C:14]3[CH:19]=[C:18]([F:20])[C:17]([C:21]#[N:22])=[CH:16][C:15]=3[N:23]=[C:24]2[C:25]([F:28])([F:27])[F:26])[CH:5]=[N:6][C:7]=1[O:8][CH2:9][CH:10]([CH3:12])[CH3:11]. (4) Given the reactants [CH:1]([Li])([CH2:3][CH3:4])[CH3:2].F[C:7]1[CH:15]=[CH:14][CH:13]=[C:12](F)[C:8]=1[C:9]([OH:11])=[O:10].O, predict the reaction product. The product is: [CH:1]([C:7]1[CH:15]=[CH:14][CH:13]=[C:12]([CH:1]([CH2:3][CH3:4])[CH3:2])[C:8]=1[C:9]([OH:11])=[O:10])([CH2:3][CH3:4])[CH3:2].